This data is from CYP3A4 inhibition data for predicting drug metabolism from PubChem BioAssay. The task is: Regression/Classification. Given a drug SMILES string, predict its absorption, distribution, metabolism, or excretion properties. Task type varies by dataset: regression for continuous measurements (e.g., permeability, clearance, half-life) or binary classification for categorical outcomes (e.g., BBB penetration, CYP inhibition). Dataset: cyp3a4_veith. (1) The drug is CC(C)=NOCc1ccc(-c2cc(-c3ccccc3)no2)cc1. The result is 0 (non-inhibitor). (2) The drug is Cn1nc(C(F)(F)F)c(C(=O)Nc2ccc(F)cc2F)c1Sc1ccc(C(F)(F)F)cc1. The result is 1 (inhibitor). (3) The molecule is O=C(c1ccncc1)N1CCC2(CCN(Cc3nccs3)CC2)CC1. The result is 0 (non-inhibitor).